This data is from Catalyst prediction with 721,799 reactions and 888 catalyst types from USPTO. The task is: Predict which catalyst facilitates the given reaction. (1) Reactant: C(OC(=O)[NH:7][N:8]1[CH2:13][CH2:12][CH:11]([C:14]([CH3:22])([CH3:21])[O:15][SiH2:16][C:17]([CH3:20])([CH3:19])[CH3:18])[CH2:10][CH2:9]1)(C)(C)C.[F:24][C:25]([F:30])([F:29])[C:26]([OH:28])=[O:27]. Product: [F:24][C:25]([F:30])([F:29])[C:26]([OH:28])=[O:27].[C:17]([SiH2:16][O:15][C:14]([CH3:22])([CH3:21])[CH:11]1[CH2:12][CH2:13][N:8]([NH2:7])[CH2:9][CH2:10]1)([CH3:20])([CH3:18])[CH3:19]. The catalyst class is: 4. (2) Product: [Cl:40][CH2:20][C:18]1[N:19]=[C:15]2[N:16]([C:7]([NH:6][CH2:5][C:4]3[CH:23]=[CH:24][C:25]([O:27][CH3:28])=[CH:26][C:3]=3[O:2][CH3:1])=[N:8][C:9]3[C:10]([CH3:22])=[CH:11][CH:12]=[CH:13][C:14]=32)[N:17]=1. The catalyst class is: 2. Reactant: [CH3:1][O:2][C:3]1[CH:26]=[C:25]([O:27][CH3:28])[CH:24]=[CH:23][C:4]=1[CH2:5][NH:6][C:7]1[N:16]2[N:17]=[C:18]([CH2:20]O)[N:19]=[C:15]2[C:14]2[CH:13]=[CH:12][CH:11]=[C:10]([CH3:22])[C:9]=2[N:8]=1.C(N(CC)CC)C.CS([Cl:40])(=O)=O.[Cl-].[Li+]. (3) Reactant: [CH3:1][CH:2]([CH3:7])[CH2:3][CH2:4][C:5]#[N:6].[CH3:8][C:9]1[CH:14]=[C:13]([CH3:15])[CH:12]=[CH:11][C:10]=1[Mg]Br.CO.[BH4-].[Na+]. Product: [CH3:8][C:9]1[CH:14]=[C:13]([CH3:15])[CH:12]=[CH:11][C:10]=1[CH:5]([NH2:6])[CH2:4][CH2:3][CH:2]([CH3:7])[CH3:1]. The catalyst class is: 1. (4) Reactant: Br[C:2]1[CH:3]=[C:4]([NH:8][C:9](=[O:17])[N:10]([CH2:14][CH2:15][CH3:16])[CH2:11][CH2:12][CH3:13])[CH:5]=[CH:6][CH:7]=1.[CH2:18]([NH:21][C:22](=[O:28])[O:23][C:24]([CH3:27])([CH3:26])[CH3:25])[C:19]#[CH:20].C1(C)C=CC=CC=1P(C1C=CC=CC=1C)C1C=CC=CC=1C.CCN(CC)CC. Product: [CH2:11]([N:10]([CH2:14][CH2:15][CH3:16])[C:9](=[O:17])[NH:8][C:4]1[CH:3]=[C:2]([C:20]#[C:19][CH2:18][NH:21][C:22](=[O:28])[O:23][C:24]([CH3:26])([CH3:25])[CH3:27])[CH:7]=[CH:6][CH:5]=1)[CH2:12][CH3:13]. The catalyst class is: 122. (5) Product: [C:29]1([S:28]([CH2:27][C:24]2[CH:25]=[CH:26][N:22]3[C:23]=2[C:18]([NH:17][C:4]2[CH:5]=[CH:6][C:7]([O:8][CH2:9][C:10]4[CH:15]=[CH:14][CH:13]=[C:12]([F:16])[CH:11]=4)=[C:2]([Cl:1])[CH:3]=2)=[N:19][CH:20]=[N:21]3)=[O:43])[CH:30]=[CH:31][CH:32]=[CH:33][CH:34]=1. Reactant: [Cl:1][C:2]1[CH:3]=[C:4]([NH:17][C:18]2[C:23]3=[C:24]([CH2:27][S:28][C:29]4[CH:34]=[CH:33][CH:32]=[CH:31][CH:30]=4)[CH:25]=[CH:26][N:22]3[N:21]=[CH:20][N:19]=2)[CH:5]=[CH:6][C:7]=1[O:8][CH2:9][C:10]1[CH:15]=[CH:14][CH:13]=[C:12]([F:16])[CH:11]=1.ClC1C=CC=C(C(OO)=[O:43])C=1. The catalyst class is: 22. (6) Reactant: C([Si]([O:8][CH2:9][CH2:10][CH2:11][CH2:12][CH2:13][CH:14]([C:25]1[CH:30]=[CH:29][CH:28]=[CH:27][C:26]=1[CH2:31][O:32][Si:33]([C:46]([CH3:49])([CH3:48])[CH3:47])([C:40]1[CH:45]=[CH:44][CH:43]=[CH:42][CH:41]=1)[C:34]1[CH:39]=[CH:38][CH:37]=[CH:36][CH:35]=1)[S:15]([C:18]1[CH:23]=[CH:22][C:21]([Cl:24])=[CH:20][CH:19]=1)(=[O:17])=[O:16])(C)C)(C)(C)C.O.C1(C)C=CC(S(O)(=O)=O)=CC=1.C(N(CC)CC)C. Product: [Si:33]([O:32][CH2:31][C:26]1[CH:27]=[CH:28][CH:29]=[CH:30][C:25]=1[CH:14]([S:15]([C:18]1[CH:19]=[CH:20][C:21]([Cl:24])=[CH:22][CH:23]=1)(=[O:16])=[O:17])[CH2:13][CH2:12][CH2:11][CH2:10][CH2:9][OH:8])([C:46]([CH3:49])([CH3:47])[CH3:48])([C:40]1[CH:45]=[CH:44][CH:43]=[CH:42][CH:41]=1)[C:34]1[CH:35]=[CH:36][CH:37]=[CH:38][CH:39]=1. The catalyst class is: 5.